The task is: Regression. Given a peptide amino acid sequence and an MHC pseudo amino acid sequence, predict their binding affinity value. This is MHC class I binding data.. This data is from Peptide-MHC class I binding affinity with 185,985 pairs from IEDB/IMGT. (1) The peptide sequence is MSDIFASEV. The MHC is HLA-A31:01 with pseudo-sequence HLA-A31:01. The binding affinity (normalized) is 0.0847. (2) The MHC is HLA-A02:11 with pseudo-sequence HLA-A02:11. The binding affinity (normalized) is 0.0847. The peptide sequence is RLGWRTLDF.